This data is from Forward reaction prediction with 1.9M reactions from USPTO patents (1976-2016). The task is: Predict the product of the given reaction. (1) Given the reactants [Cl:1][C:2]1[CH:7]=[CH:6][N:5]=[C:4]([C@@H:8]([NH:12][S@:13]([C:15]([CH3:18])([CH3:17])[CH3:16])=[O:14])[CH2:9][CH:10]=[CH2:11])[C:3]=1[F:19].ClC1C=CN=C(/C=N/[S@](C(C)(C)C)=O)C=1F.C([Mg]Br)C=C, predict the reaction product. The product is: [Cl:1][C:2]1[CH:7]=[CH:6][N:5]=[C:4]([C@H:8]([NH:12][S@:13]([C:15]([CH3:18])([CH3:17])[CH3:16])=[O:14])[CH2:9][CH:10]=[CH2:11])[C:3]=1[F:19]. (2) Given the reactants C([Li])CCC.CN(C)CCN(C)C.[CH-:14]1[CH:18]=[CH:17][CH:16]=[CH:15]1.[CH-:19]1[CH:23]=[CH:22][CH:21]=[CH:20]1.[Fe+2:24].F[B:26]([C:36]1[C:41]([CH3:42])=[CH:40][C:39]([CH3:43])=[CH:38][C:37]=1[CH3:44])[C:27]1[C:32]([CH3:33])=[CH:31][C:30]([CH3:34])=[CH:29][C:28]=1[CH3:35], predict the reaction product. The product is: [C:28]1([CH3:35])[CH:29]=[C:30]([CH3:34])[CH:31]=[C:32]([CH3:33])[C:27]=1[B:26]([C:36]1[C:37]([CH3:44])=[CH:38][C:39]([CH3:43])=[CH:40][C:41]=1[CH3:42])[C-:14]1[CH:18]=[CH:17][CH:16]=[CH:15]1.[C-:19]1([B:26]([C:36]2[C:37]([CH3:44])=[CH:38][C:39]([CH3:43])=[CH:40][C:41]=2[CH3:42])[C:27]2[C:32]([CH3:33])=[CH:31][C:30]([CH3:34])=[CH:29][C:28]=2[CH3:35])[CH:23]=[CH:22][CH:21]=[CH:20]1.[Fe+2:24]. (3) Given the reactants [CH:1]1([NH:4][C:5](=[O:30])[C:6]2[CH:11]=[CH:10][C:9]([CH3:12])=[C:8]([C:13]3[CH:22]=[C:21]4[C:16]([C:17]([C:24]5[CH:29]=[CH:28][CH:27]=[CH:26][CH:25]=5)=[N:18][C:19](=O)[NH:20]4)=[CH:15][CH:14]=3)[CH:7]=2)[CH2:3][CH2:2]1.C(N)=O, predict the reaction product. The product is: [CH:1]1([NH:4][C:5](=[O:30])[C:6]2[CH:11]=[CH:10][C:9]([CH3:12])=[C:8]([C:13]3[CH:22]=[C:21]4[C:16]([C:17]([C:24]5[CH:25]=[CH:26][CH:27]=[CH:28][CH:29]=5)=[N:18][CH:19]=[N:20]4)=[CH:15][CH:14]=3)[CH:7]=2)[CH2:3][CH2:2]1. (4) Given the reactants F[C:2]1[CH:7]=[C:6]([I:8])[C:5]([CH3:9])=[CH:4][N:3]=1.[O:10]1[CH2:15][CH2:14][N:13]([C:16]2[CH:22]=[CH:21][C:19]([NH2:20])=[CH:18][CH:17]=2)[CH2:12][CH2:11]1.Cl.O1CCOCC1, predict the reaction product. The product is: [I:8][C:6]1[C:5]([CH3:9])=[CH:4][N:3]=[C:2]([NH:20][C:19]2[CH:18]=[CH:17][C:16]([N:13]3[CH2:14][CH2:15][O:10][CH2:11][CH2:12]3)=[CH:22][CH:21]=2)[CH:7]=1. (5) Given the reactants [H-].[Na+].[CH3:3][N:4]1[CH2:9][CH2:8][N:7]([CH2:10][CH2:11][OH:12])[CH2:6][CH2:5]1.Cl[C:14]1[CH:19]=[CH:18][N:17]=[C:16]([NH2:20])[CH:15]=1.[Cl-].[Na+], predict the reaction product. The product is: [CH3:3][N:4]1[CH2:9][CH2:8][N:7]([CH2:10][CH2:11][O:12][C:14]2[CH:19]=[CH:18][N:17]=[C:16]([NH2:20])[CH:15]=2)[CH2:6][CH2:5]1. (6) Given the reactants Cl[C:2]1[N:7]=[CH:6][C:5]([CH2:8][O:9][C:10]2[CH:11]=[N:12][C:13]([N:16]3[CH2:21][CH2:20][N:19]([C:22]([O:24][C:25]([CH3:28])([CH3:27])[CH3:26])=[O:23])[CH2:18][CH2:17]3)=[N:14][CH:15]=2)=[CH:4][N:3]=1.[NH3:29], predict the reaction product. The product is: [NH2:29][C:2]1[N:7]=[CH:6][C:5]([CH2:8][O:9][C:10]2[CH:11]=[N:12][C:13]([N:16]3[CH2:21][CH2:20][N:19]([C:22]([O:24][C:25]([CH3:28])([CH3:27])[CH3:26])=[O:23])[CH2:18][CH2:17]3)=[N:14][CH:15]=2)=[CH:4][N:3]=1. (7) Given the reactants [Cl:1][C:2]1[CH:27]=[C:26]([F:28])[CH:25]=[CH:24][C:3]=1[O:4][C:5]1[CH:10]=[CH:9][CH:8]=[CH:7][C:6]=1[NH:11][S:12]([C:15]1[CH:23]=[CH:22][C:18]([C:19](O)=[O:20])=[CH:17][CH:16]=1)(=[O:14])=[O:13].[N:29]1([CH2:35][CH2:36][CH2:37][NH2:38])[CH2:34][CH2:33][CH2:32][CH2:31][CH2:30]1, predict the reaction product. The product is: [Cl:1][C:2]1[CH:27]=[C:26]([F:28])[CH:25]=[CH:24][C:3]=1[O:4][C:5]1[CH:10]=[CH:9][CH:8]=[CH:7][C:6]=1[NH:11][S:12]([C:15]1[CH:23]=[CH:22][C:18]([C:19]([NH:38][CH2:37][CH2:36][CH2:35][N:29]2[CH2:34][CH2:33][CH2:32][CH2:31][CH2:30]2)=[O:20])=[CH:17][CH:16]=1)(=[O:14])=[O:13]. (8) Given the reactants [CH3:1][O:2][C:3](=[O:12])[C:4]1[CH:9]=[CH:8][C:7]([NH2:10])=[C:6]([NH2:11])[CH:5]=1.O.[N:14]#[C:15][Br:16], predict the reaction product. The product is: [BrH:16].[NH2:14][C:15]1[NH:10][C:7]2[CH:8]=[CH:9][C:4]([C:3]([O:2][CH3:1])=[O:12])=[CH:5][C:6]=2[N:11]=1. (9) Given the reactants [CH3:1][NH2:2].Cl.[CH3:4][Al](C)C.C([O:10][C:11](=O)[CH2:12][CH:13]([C:23]1[CH:31]=[C:30]2[C:26]([CH:27]=CN2)=[CH:25][CH:24]=1)[C:14]1[C:22]2[C:17](=[CH:18][CH:19]=[CH:20][CH:21]=2)[NH:16][CH:15]=1)C.[NH4+:33].[Cl-], predict the reaction product. The product is: [NH:2]1[C:30]2[C:26](=[CH:25][CH:24]=[C:23]([CH:13]([C:14]3[C:22]4[C:17](=[CH:18][CH:19]=[CH:20][CH:21]=4)[NH:16][CH:15]=3)[CH2:12][C:11]([NH:33][CH3:4])=[O:10])[CH:31]=2)[CH:27]=[CH:1]1.